From a dataset of Catalyst prediction with 721,799 reactions and 888 catalyst types from USPTO. Predict which catalyst facilitates the given reaction. (1) Reactant: C(C1[CH:46]=[CH:45][C:6]([CH2:7][CH:8](/[CH:21]=[CH:22]/[C:23]2[CH:28]=[CH:27][CH:26]=[CH:25][C:24]=2[O:29][CH2:30][CH2:31][CH2:32][CH2:33][O:34][C:35]2[CH:40]=[CH:39][C:38]([C:41]([F:44])([F:43])[F:42])=[CH:37][CH:36]=2)[CH2:9][CH2:10][C:11]2[CH:20]=[CH:19][C:14]([C:15]([O:17]C)=[O:16])=[CH:13][CH:12]=2)=[CH:5]C=1)#N.[OH-:47].[K+].Cl.[CH2:50]([OH:53])[CH2:51][CH3:52]. Product: [C:50]([C:51]1[CH:46]=[CH:45][C:6]([CH2:7][CH:8](/[CH:21]=[CH:22]/[C:23]2[CH:28]=[CH:27][CH:26]=[CH:25][C:24]=2[O:29][CH2:30][CH2:31][CH2:32][CH2:33][O:34][C:35]2[CH:36]=[CH:37][C:38]([C:41]([F:44])([F:43])[F:42])=[CH:39][CH:40]=2)[CH2:9][CH2:10][C:11]2[CH:12]=[CH:13][C:14]([C:15]([OH:17])=[O:16])=[CH:19][CH:20]=2)=[CH:5][CH:52]=1)([OH:47])=[O:53]. The catalyst class is: 6. (2) Reactant: [C:1]([O:4][C@H:5]([C:9]1[CH:14]=[CH:13][CH:12]=[CH:11][CH:10]=1)[C:6]([OH:8])=O)(=[O:3])[CH3:2].Cl.CN(C)CCCN=C=NCC.[O:27]1[CH2:32][CH2:31][CH2:30][CH2:29][CH:28]1[N:33]1[C:41]2[C:36](=[CH:37][C:38]([C:42]3[N:46]=[CH:45][N:44]([C:47]([C:60]4[CH:65]=[CH:64][CH:63]=[CH:62][CH:61]=4)([C:54]4[CH:59]=[CH:58][CH:57]=[CH:56][CH:55]=4)[C:48]4[CH:53]=[CH:52][CH:51]=[CH:50][CH:49]=4)[N:43]=3)=[CH:39][CH:40]=2)[C:35]([C:66]2[CH:67]=[C:68]([NH2:72])[CH:69]=[CH:70][CH:71]=2)=[N:34]1. Product: [C:1]([O:4][C@@H:5]([C:6](=[O:8])[NH:72][C:68]1[CH:69]=[CH:70][CH:71]=[C:66]([C:35]2[C:36]3[C:41](=[CH:40][CH:39]=[C:38]([C:42]4[N:46]=[CH:45][N:44]([C:47]([C:48]5[CH:49]=[CH:50][CH:51]=[CH:52][CH:53]=5)([C:54]5[CH:59]=[CH:58][CH:57]=[CH:56][CH:55]=5)[C:60]5[CH:65]=[CH:64][CH:63]=[CH:62][CH:61]=5)[N:43]=4)[CH:37]=3)[N:33]([CH:28]3[CH2:29][CH2:30][CH2:31][CH2:32][O:27]3)[N:34]=2)[CH:67]=1)[C:9]1[CH:14]=[CH:13][CH:12]=[CH:11][CH:10]=1)(=[O:3])[CH3:2]. The catalyst class is: 4. (3) Reactant: F[C:2]([F:14])(F)[C:3]([C:5]1[S:9][C:8]([C:10]([OH:12])=O)=[CH:7][CH:6]=1)=[O:4].N=C=N.Cl.[NH2:19][CH2:20][C:21]([C:23]1[CH:28]=[CH:27][CH:26]=[CH:25][CH:24]=1)=[O:22].CCN(CC)CC. Product: [O:22]=[C:21]([C:23]1[CH:28]=[CH:27][CH:26]=[CH:25][CH:24]=1)[CH2:20][NH:19][C:10]([C:8]1[S:9][C:5]([C:3](=[O:4])[CH2:2][F:14])=[CH:6][CH:7]=1)=[O:12]. The catalyst class is: 2. (4) Reactant: B(Cl)(Cl)Cl.[C:5]1(=[O:53])[C:13]2[C:8](=[CH:9][CH:10]=[CH:11][CH:12]=2)[C:7](=[O:14])[N:6]1[C:15]1[C:16]2[CH:23]=[CH:22][N:21]([C@H:24]3[C@:28]([C:30]#[CH:31])([OH:29])[C@H:27]([O:32]CC4C=CC(Cl)=CC=4Cl)[C@@H:26]([CH2:42][O:43]CC4C=CC(Cl)=CC=4Cl)[O:25]3)[C:17]=2[N:18]=[CH:19][N:20]=1.N#N.C(OC(=O)C)(C)C. Product: [C:5]1(=[O:53])[C:13]2[C:8](=[CH:9][CH:10]=[CH:11][CH:12]=2)[C:7](=[O:14])[N:6]1[C:15]1[C:16]2[CH:23]=[CH:22][N:21]([C@H:24]3[C@:28]([C:30]#[CH:31])([OH:29])[C@H:27]([OH:32])[C@@H:26]([CH2:42][OH:43])[O:25]3)[C:17]=2[N:18]=[CH:19][N:20]=1. The catalyst class is: 61. (5) Reactant: [CH3:1][CH:2]1[CH2:7][CH2:6][N:5]([C:8]2[C:13]([CH2:14][NH2:15])=[CH:12][CH:11]=[C:10]([C:16]([F:19])([F:18])[F:17])[N:9]=2)[CH2:4][CH2:3]1.C(N(CC)CC)C.[OH:27][CH2:28][CH2:29][NH:30][C:31]1[N:36]=[CH:35][C:34]([NH:37][C:38](=O)[O:39]C2C=CC=CC=2)=[CH:33][CH:32]=1. Product: [OH:27][CH2:28][CH2:29][NH:30][C:31]1[N:36]=[CH:35][C:34]([NH:37][C:38]([NH:15][CH2:14][C:13]2[C:8]([N:5]3[CH2:4][CH2:3][CH:2]([CH3:1])[CH2:7][CH2:6]3)=[N:9][C:10]([C:16]([F:19])([F:17])[F:18])=[CH:11][CH:12]=2)=[O:39])=[CH:33][CH:32]=1. The catalyst class is: 10. (6) Reactant: [Cl:1][C:2]1[CH:3]=[C:4]([N:9]=[CH:10][C:11]2[CH:16]=[CH:15][N:14]=[CH:13][C:12]=2[OH:17])[CH:5]=[CH:6][C:7]=1[F:8].[Si]([C:22]#[N:23])(C)(C)C. Product: [Cl:1][C:2]1[CH:3]=[C:4]([NH:9][C:10]2[C:11]3[C:12](=[CH:13][N:14]=[CH:15][CH:16]=3)[O:17][C:22]=2[NH2:23])[CH:5]=[CH:6][C:7]=1[F:8]. The catalyst class is: 2.